From a dataset of Reaction yield outcomes from USPTO patents with 853,638 reactions. Predict the reaction yield, written as a fraction of the theoretical maximum amount of product (1.0 means a 100% yield; for example, 0.34 means a 34% yield). (1) The reactants are Cl[C:2]([O:4][C:5]1[CH:10]=[CH:9][CH:8]=[CH:7][CH:6]=1)=[O:3].[NH2:11][C:12]1[C:13]([O:24][CH3:25])=[C:14]([CH2:22][OH:23])[CH:15]=[C:16]([C:18]([CH3:21])([CH3:20])[CH3:19])[CH:17]=1.C([O-])(O)=O.[Na+]. The catalyst is C(Cl)Cl.C1COCC1. The product is [C:18]([C:16]1[CH:15]=[C:14]([CH2:22][OH:23])[C:13]([O:24][CH3:25])=[C:12]([NH:11][C:2](=[O:3])[O:4][C:5]2[CH:10]=[CH:9][CH:8]=[CH:7][CH:6]=2)[CH:17]=1)([CH3:21])([CH3:19])[CH3:20]. The yield is 0.740. (2) The reactants are ONC([C@@H](N[C:12]([C:14]1[CH:19]=[CH:18][C:17]([C:20]2[CH:25]=[CH:24][C:23]([CH2:26][CH3:27])=CC=2)=[CH:16][CH:15]=1)=[O:13])CNC(=O)C)=O.Cl.N[OH:30].C[O-].[Na+].Cl.[CH3:35][CH2:36]OC(C)=O. The catalyst is CO.C(Cl)Cl. The product is [C:24]1([C:25]#[C:20][C:17]2[CH:16]=[CH:15][C:14]([C:12]([OH:13])=[O:30])=[CH:19][CH:18]=2)[CH:23]=[CH:26][CH:27]=[CH:36][CH:35]=1. The yield is 0.550. (3) The reactants are [CH:1]([C:3]1[CH:4]=[C:5]([CH:10]=[CH:11][C:12]=1[OH:13])[C:6]([O:8][CH3:9])=[O:7])=[O:2].C(=O)([O-])[O-].[K+].[K+].I[CH:21]([CH3:23])[CH3:22]. The catalyst is CN(C)C=O. The product is [CH:1]([C:3]1[CH:4]=[C:5]([CH:10]=[CH:11][C:12]=1[O:13][CH:21]([CH3:23])[CH3:22])[C:6]([O:8][CH3:9])=[O:7])=[O:2]. The yield is 0.980. (4) The reactants are [F:1][C:2]1[CH:7]=[CH:6][C:5]([C:8]2[S:9][C:10]([C:13]([C:16]3[CH:21]=[CH:20][N:19]=[CH:18][CH:17]=3)([OH:15])[CH3:14])=[CH:11][N:12]=2)=[CH:4][CH:3]=1.[OH:22][S:23]([OH:26])(=[O:25])=[O:24]. The catalyst is C(O)C. The product is [S:23]([O-:26])([OH:25])(=[O:24])=[O:22].[F:1][C:2]1[CH:7]=[CH:6][C:5]([C:8]2[S:9][C:10]([C:13]([C:16]3[CH:17]=[CH:18][NH+:19]=[CH:20][CH:21]=3)([OH:15])[CH3:14])=[CH:11][N:12]=2)=[CH:4][CH:3]=1. The yield is 0.380. (5) The reactants are [Cl:1][C:2]1[CH:7]=[C:6]([CH3:8])[C:5]([N+:9]([O-:11])=[O:10])=[CH:4][N:3]=1.[CH3:12][N:13]([CH:15]=O)[CH3:14]. No catalyst specified. The product is [Cl:1][C:2]1[CH:7]=[C:6]([CH:8]=[CH:12][N:13]([CH3:15])[CH3:14])[C:5]([N+:9]([O-:11])=[O:10])=[CH:4][N:3]=1. The yield is 0.900. (6) The reactants are O1CCCCC1[O:7][NH:8][C:9]([C:11]1([S:19]([C:22]2[CH:27]=[CH:26][C:25]([C:28]3[CH:33]=[N:32][C:31]([CH2:34][CH2:35][C:36]([F:42])([F:41])[C:37]([F:40])([F:39])[F:38])=[CH:30][N:29]=3)=[CH:24][CH:23]=2)(=[O:21])=[O:20])[CH2:16][CH2:15][N:14]([CH2:17][CH3:18])[CH2:13][CH2:12]1)=[O:10].[ClH:43].O1CCCCC1ONC(C1(S(C2C=CC(C3C=CC(CCC(F)(F)C(F)(F)F)=CC=3)=CC=2)(=O)=O)CCN(C2CC2)CC1)=O. The yield is 0.540. The catalyst is C(O)C.CCOC(C)=O.CCCCCC. The product is [ClH:43].[ClH:43].[CH2:17]([N:14]1[CH2:15][CH2:16][C:11]([S:19]([C:22]2[CH:27]=[CH:26][C:25]([C:28]3[CH:33]=[N:32][C:31]([CH2:34][CH2:35][C:36]([F:42])([F:41])[C:37]([F:40])([F:39])[F:38])=[CH:30][N:29]=3)=[CH:24][CH:23]=2)(=[O:21])=[O:20])([C:9]([NH:8][OH:7])=[O:10])[CH2:12][CH2:13]1)[CH3:18]. (7) The reactants are O.[OH-].[Li+].C[O:5][C:6](=[O:40])[CH2:7][C:8]1[C:17]([CH3:18])=[C:16]([C:19]2[CH:24]=[CH:23][C:22]([S:25]([C:28]3[CH:33]=[CH:32][C:31]([O:34][C:35]([F:38])([F:37])[F:36])=[CH:30][CH:29]=3)(=[O:27])=[O:26])=[CH:21][CH:20]=2)[C:15]2[C:10](=[CH:11][CH:12]=[C:13]([F:39])[CH:14]=2)[CH:9]=1. The catalyst is C1COCC1.O. The product is [F:39][C:13]1[CH:14]=[C:15]2[C:10](=[CH:11][CH:12]=1)[CH:9]=[C:8]([CH2:7][C:6]([OH:40])=[O:5])[C:17]([CH3:18])=[C:16]2[C:19]1[CH:20]=[CH:21][C:22]([S:25]([C:28]2[CH:33]=[CH:32][C:31]([O:34][C:35]([F:37])([F:36])[F:38])=[CH:30][CH:29]=2)(=[O:27])=[O:26])=[CH:23][CH:24]=1. The yield is 0.870. (8) The reactants are [NH:1]1[C:9]2[C:4](=[CH:5][C:6]([C:10]3[C:19]([N:20]([CH:22]([CH3:24])[CH3:23])[CH3:21])=[N:18][C:17]4[C:12](=[CH:13][CH:14]=[C:15]([C:25]([O:27]C)=[O:26])[CH:16]=4)[N:11]=3)=[CH:7][CH:8]=2)[CH:3]=[N:2]1.O[Li].O.Cl. The catalyst is CO.O. The product is [NH:1]1[C:9]2[C:4](=[CH:5][C:6]([C:10]3[C:19]([N:20]([CH:22]([CH3:24])[CH3:23])[CH3:21])=[N:18][C:17]4[C:12](=[CH:13][CH:14]=[C:15]([C:25]([OH:27])=[O:26])[CH:16]=4)[N:11]=3)=[CH:7][CH:8]=2)[CH:3]=[N:2]1. The yield is 0.450.